From a dataset of CYP1A2 inhibition data for predicting drug metabolism from PubChem BioAssay. Regression/Classification. Given a drug SMILES string, predict its absorption, distribution, metabolism, or excretion properties. Task type varies by dataset: regression for continuous measurements (e.g., permeability, clearance, half-life) or binary classification for categorical outcomes (e.g., BBB penetration, CYP inhibition). Dataset: cyp1a2_veith. (1) The drug is COCC(=O)N1CCC[C@@]2(CCN(Cc3nccs3)C2)C1. The result is 0 (non-inhibitor). (2) The drug is Cc1noc(C)c1-c1ccc2ncnc(NCc3cccnc3)c2c1. The result is 1 (inhibitor). (3) The compound is C=CC[C@@H]1C=C[C@H](O/N=C2\c3cc(OC)ccc3O[C@H](c3cccc(OC)c3)[C@H]2O)[C@H](CO)O1. The result is 0 (non-inhibitor). (4) The compound is CCn1c(NCc2cc(Br)ccc2NS(=O)(=O)c2ccc(C)cc2)nc2ccccc21. The result is 0 (non-inhibitor). (5) The molecule is C=CCn1c(SCC(=O)Nc2ncc(Cc3ccc(Br)cc3)s2)nnc1-c1ccncc1. The result is 0 (non-inhibitor). (6) The result is 0 (non-inhibitor). The compound is Cc1ncc([N+](=O)[O-])n1CCO.